Dataset: Reaction yield outcomes from USPTO patents with 853,638 reactions. Task: Predict the reaction yield, written as a fraction of the theoretical maximum amount of product (1.0 means a 100% yield; for example, 0.34 means a 34% yield). (1) The reactants are [F:1][C:2]([F:24])([F:23])[O:3][C:4]1[CH:5]=[C:6]([C:10]([C:12]2[CH:17]=[CH:16][CH:15]=[C:14]([O:18][C:19]([F:22])([F:21])[F:20])[CH:13]=2)=O)[CH:7]=[CH:8][CH:9]=1.[N+:25](CS(C1C=CC(C)=CC=1)(=O)=O)#[C-:26].C(O[K])(C)(C)C.O. The catalyst is COCCOC. The product is [F:1][C:2]([F:24])([F:23])[O:3][C:4]1[CH:5]=[C:6]([CH:10]([C:12]2[CH:17]=[CH:16][CH:15]=[C:14]([O:18][C:19]([F:22])([F:21])[F:20])[CH:13]=2)[C:26]#[N:25])[CH:7]=[CH:8][CH:9]=1. The yield is 0.450. (2) The reactants are [H-].[Al+3].[Li+].[H-].[H-].[H-].[Br:7][C:8](=[CH2:19])[CH2:9][CH:10]([C:15](OC)=[O:16])[C:11](OC)=[O:12].C([O-])(=O)CC([O-])=O. The catalyst is C(OCC)C. The product is [Br:7][C:8](=[CH2:19])[CH2:9][CH:10]([CH2:15][OH:16])[CH2:11][OH:12]. The yield is 0.860. (3) The reactants are [I:1][C:2]1[N:7]=[C:6]([CH3:8])[C:5]([OH:9])=[CH:4][CH:3]=1.[Cl:10][C:11]1[CH:16]=[C:15](Cl)[CH:14]=[CH:13][N:12]=1.C([O-])([O-])=O.[K+].[K+].O. The catalyst is CC(N(C)C)=O. The product is [Cl:10][C:11]1[CH:16]=[C:15]([O:9][C:5]2[C:6]([CH3:8])=[N:7][C:2]([I:1])=[CH:3][CH:4]=2)[CH:14]=[CH:13][N:12]=1. The yield is 0.730. (4) The reactants are [CH3:1][O:2][C:3](=[O:15])[CH2:4][C:5]1[C:14]2[C:9](=[CH:10][CH:11]=[CH:12][CH:13]=2)[CH:8]=[CH:7][CH:6]=1.CN(C)P(N(C)C)(N(C)C)=O.C([N-]C(C)C)(C)C.[Li+].[C:35]([O:39][C:40]([NH:42][CH2:43][CH2:44][CH2:45][CH2:46][CH2:47][CH2:48]I)=[O:41])([CH3:38])([CH3:37])[CH3:36]. The catalyst is O1CCCC1.O. The product is [CH3:1][O:2][C:3](=[O:15])[CH:4]([CH2:48][CH2:47][CH2:46][CH2:45][CH2:44][CH2:43][NH:42][C:40]([O:39][C:35]([CH3:36])([CH3:38])[CH3:37])=[O:41])[C:5]1[C:14]2[C:9](=[CH:10][CH:11]=[CH:12][CH:13]=2)[CH:8]=[CH:7][CH:6]=1. The yield is 0.910. (5) The reactants are Cl.[NH2:2][CH:3]1[CH2:8][CH2:7][N:6]([CH2:9][C@@H:10]([C:12]2[C:21]3[C:16](=[CH:17][CH:18]=[C:19]([O:22][CH3:23])[CH:20]=3)[N:15]=[CH:14][CH:13]=2)[OH:11])[CH2:5][CH2:4]1.[N:24]1[C:33]2[NH:32][CH2:31][CH2:30][CH2:29][C:28]=2[CH:27]=[CH:26][C:25]=1[CH:34]=O.C(N(CC)CC)C.[O-]S([O-])(=O)=O.[Na+].[Na+].[BH4-].[Na+]. The catalyst is C(Cl)Cl.C(O)C. The product is [CH3:23][O:22][C:19]1[CH:20]=[C:21]2[C:16](=[CH:17][CH:18]=1)[N:15]=[CH:14][CH:13]=[C:12]2[C@@H:10]([OH:11])[CH2:9][N:6]1[CH2:7][CH2:8][CH:3]([NH:2][CH2:34][C:25]2[CH:26]=[CH:27][C:28]3[CH2:29][CH2:30][CH2:31][NH:32][C:33]=3[N:24]=2)[CH2:4][CH2:5]1. The yield is 0.690. (6) The reactants are [F:1][C:2]1[CH:11]=[CH:10][CH:9]=[C:8]2[C:3]=1[CH:4]=[CH:5][CH:6]=[C:7]2[NH:12]C(=O)C.[N+:16]([O-])([OH:18])=[O:17]. The catalyst is CC(O)=O. The product is [NH2:12][C:7]1[C:8]2[C:3](=[C:2]([F:1])[CH:11]=[CH:10][CH:9]=2)[C:4]([N+:16]([O-:18])=[O:17])=[CH:5][CH:6]=1. The yield is 0.270.